From a dataset of Reaction yield outcomes from USPTO patents with 853,638 reactions. Predict the reaction yield, written as a fraction of the theoretical maximum amount of product (1.0 means a 100% yield; for example, 0.34 means a 34% yield). (1) The reactants are [CH:1]([C:3]1[CH:8]=[CH:7][C:6]([NH:9][S:10]([CH3:13])(=[O:12])=[O:11])=[CH:5][CH:4]=1)=O.[NH2:14][C:15]1[CH:23]=[C:22]([O:24][CH3:25])[CH:21]=[C:20]([O:26][CH3:27])[C:16]=1[C:17]([NH2:19])=[O:18].OS([O-])=O.[Na+].CC1C=CC(S(O)(=O)=O)=CC=1.O. The catalyst is CC(N(C)C)=O.CCOC(C)=O. The product is [CH3:27][O:26][C:20]1[CH:21]=[C:22]([O:24][CH3:25])[CH:23]=[C:15]2[C:16]=1[C:17](=[O:18])[NH:19][C:1]([C:3]1[CH:8]=[CH:7][C:6]([NH:9][S:10]([CH3:13])(=[O:12])=[O:11])=[CH:5][CH:4]=1)=[N:14]2. The yield is 0.110. (2) The reactants are CC1C=CC(S([NH:11][NH2:12])(=O)=O)=CC=1.[F:13][C:14]1[CH:19]=[CH:18][C:17]([C:20]([C:22]2[N:27]=[CH:26][C:25]3[C@:28]4([CH2:41][C:42]5[CH:47]=[CH:46][CH:45]=[CH:44][N:43]=5)[CH2:40][CH2:39][C:34]5([O:38][CH2:37][CH2:36][O:35]5)[CH2:33][C@H:29]4[CH2:30][CH2:31][CH2:32][C:24]=3[CH:23]=2)=O)=[CH:16][CH:15]=1. The catalyst is CO. The product is [F:13][C:14]1[CH:15]=[CH:16][C:17]([C:20]2[N:11]=[N:12][N:27]3[CH:26]=[C:25]4[C@:28]5([CH2:41][C:42]6[CH:47]=[CH:46][CH:45]=[CH:44][N:43]=6)[CH2:40][CH2:39][C:34]6([O:35][CH2:36][CH2:37][O:38]6)[CH2:33][C@H:29]5[CH2:30][CH2:31][CH2:32][C:24]4=[CH:23][C:22]=23)=[CH:18][CH:19]=1. The yield is 0.560. (3) The reactants are [O:1]1[CH2:5][CH2:4][O:3][CH:2]1[C:6]1[CH:15]=[CH:14][CH:13]=[C:12]2[C:7]=1[CH2:8][CH2:9][C:10](=[O:16])[NH:11]2.I[C:18]1[CH:23]=[CH:22][CH:21]=[CH:20][CH:19]=1.N[C@@H]1CCCC[C@H]1N.C(=O)([O-])[O-].[Cs+].[Cs+]. The catalyst is O1CCOCC1.[Cu]I. The product is [O:1]1[CH2:5][CH2:4][O:3][CH:2]1[C:6]1[CH:15]=[CH:14][CH:13]=[C:12]2[C:7]=1[CH2:8][CH2:9][C:10](=[O:16])[N:11]2[C:18]1[CH:23]=[CH:22][CH:21]=[CH:20][CH:19]=1. The yield is 0.920. (4) The reactants are [CH3:1][O:2][C:3]1[CH:22]=[CH:21][C:6]([O:7][C:8]2[CH:13]=[CH:12][C:11]([C:14](=[O:20])[CH2:15][CH2:16][C:17]([OH:19])=O)=[CH:10][CH:9]=2)=[CH:5][CH:4]=1.CCN=C=NCCCN(C)C.CCN(CC)CC.[NH2:41][CH2:42][C:43]1[CH:44]=[N:45][CH:46]=[CH:47][CH:48]=1. The catalyst is C(Cl)Cl.CN(C1C=CN=CC=1)C. The product is [CH3:1][O:2][C:3]1[CH:4]=[CH:5][C:6]([O:7][C:8]2[CH:9]=[CH:10][C:11]([C:14](=[O:20])[CH2:15][CH2:16][C:17]([NH:41][CH2:42][C:43]3[CH:44]=[N:45][CH:46]=[CH:47][CH:48]=3)=[O:19])=[CH:12][CH:13]=2)=[CH:21][CH:22]=1. The yield is 0.700. (5) The yield is 0.650. The product is [CH3:1][O:2][C:3]1[CH:8]=[CH:7][C:6]2[C:11]([C:13]3[S:14][CH:15]=[CH:16][N:17]=3)=[CH:10][S:9][C:5]=2[CH:4]=1. The reactants are [CH3:1][O:2][C:3]1[CH:4]=[C:5]([S:9][CH2:10][C:11]([C:13]2[S:14][CH:15]=[CH:16][N:17]=2)=O)[CH:6]=[CH:7][CH:8]=1.[OH-].[Na+]. The catalyst is O. (6) The product is [CH3:24][NH:23][CH2:22][CH2:21][N:18]1[CH2:19][CH2:20][N:15]([C:12]2[CH:13]=[CH:14][C:9]([C:8]([F:27])([F:7])[F:26])=[CH:10][CH:11]=2)[CH2:16][CH2:17]1. The yield is 1.00. The catalyst is C1COCC1.O. The reactants are [H-].[Al+3].[Li+].[H-].[H-].[H-].[F:7][C:8]([F:27])([F:26])[C:9]1[CH:14]=[CH:13][C:12]([N:15]2[CH2:20][CH2:19][N:18]([CH2:21][CH2:22][NH:23][CH:24]=O)[CH2:17][CH2:16]2)=[CH:11][CH:10]=1.[OH-].[Na+].S([O-])([O-])(=O)=O.[Na+].[Na+]. (7) The reactants are C([O:8][C:9]1[CH:14]=[C:13]([F:15])[C:12]([N+:16]([O-])=O)=[CH:11][C:10]=1[F:19])C1C=CC=CC=1. The catalyst is CO.[Pd]. The product is [NH2:16][C:12]1[C:13]([F:15])=[CH:14][C:9]([OH:8])=[C:10]([F:19])[CH:11]=1. The yield is 0.990.